Dataset: Full USPTO retrosynthesis dataset with 1.9M reactions from patents (1976-2016). Task: Predict the reactants needed to synthesize the given product. The reactants are: [C:1]([C:9]1[C:17]2[C:12](=[C:13]([N:18]3[CH2:23][CH2:22][N:21](C(=O)C(F)(F)F)[CH2:20][CH2:19]3)[CH:14]=[CH:15][CH:16]=2)[NH:11][CH:10]=1)(=O)[C:2]1[CH:7]=[CH:6][CH:5]=[CH:4][CH:3]=1.[BH4-].[Na+].CCOC(C)=O.O. Given the product [CH2:1]([C:9]1[C:17]2[C:12](=[C:13]([N:18]3[CH2:23][CH2:22][NH:21][CH2:20][CH2:19]3)[CH:14]=[CH:15][CH:16]=2)[NH:11][CH:10]=1)[C:2]1[CH:3]=[CH:4][CH:5]=[CH:6][CH:7]=1, predict the reactants needed to synthesize it.